Dataset: Peptide-MHC class II binding affinity with 134,281 pairs from IEDB. Task: Regression. Given a peptide amino acid sequence and an MHC pseudo amino acid sequence, predict their binding affinity value. This is MHC class II binding data. The peptide sequence is QVAQYKALPVVLENA. The MHC is DRB1_0405 with pseudo-sequence DRB1_0405. The binding affinity (normalized) is 0.155.